This data is from Catalyst prediction with 721,799 reactions and 888 catalyst types from USPTO. The task is: Predict which catalyst facilitates the given reaction. (1) Reactant: [Br:1][C:2]1[CH:11]=[CH:10][C:5]([C:6]([O:8]C)=O)=[C:4]([CH2:12]Br)[CH:3]=1.[CH3:14][N:15]1[CH2:20][CH2:19][CH:18]([NH2:21])[CH2:17][CH2:16]1.C(=O)([O-])[O-].[K+].[K+]. Product: [Br:1][C:2]1[CH:3]=[C:4]2[C:5](=[CH:10][CH:11]=1)[C:6](=[O:8])[N:21]([CH:18]1[CH2:19][CH2:20][N:15]([CH3:14])[CH2:16][CH2:17]1)[CH2:12]2. The catalyst class is: 8. (2) Reactant: [CH2:1](Br)[CH:2]=[CH2:3].C(=O)([O-])[O-].[K+].[K+].[C:11]([O:15][C:16](=[O:27])[NH:17][CH2:18][CH2:19][C:20]1[CH:25]=[CH:24][C:23]([OH:26])=[CH:22][CH:21]=1)([CH3:14])([CH3:13])[CH3:12]. Product: [C:11]([O:15][C:16](=[O:27])[NH:17][CH2:18][CH2:19][C:20]1[CH:25]=[CH:24][C:23]([O:26][CH2:3][CH:2]=[CH2:1])=[CH:22][CH:21]=1)([CH3:14])([CH3:12])[CH3:13]. The catalyst class is: 10. (3) Reactant: [CH:1]1[C:13]2[N:12](C3C=C(B(O)O)C=NC=3)[C:11]3[C:6](=[CH:7][CH:8]=[CH:9][CH:10]=3)[C:5]=2[CH:4]=[CH:3][CH:2]=1.Br[C:24]1[CH:25]=[C:26]([C:30]2[N:34]([C:35]3[CH:40]=[CH:39][CH:38]=[CH:37][CH:36]=3)[C:33]3[CH:41]=[CH:42][CH:43]=[CH:44][C:32]=3[N:31]=2)[CH:27]=[N:28][CH:29]=1.C(=O)([O-])[O-].[K+].[K+]. Product: [C:35]1([N:34]2[C:33]3[CH:41]=[CH:42][CH:43]=[CH:44][C:32]=3[N:31]=[C:30]2[C:26]2[CH:25]=[C:24]([C:26]3[CH:27]=[N:28][CH:29]=[C:24]([C:1]4[C:13]5[NH:12][C:11]6[C:6](=[CH:7][CH:8]=[CH:9][CH:10]=6)[C:5]=5[CH:4]=[CH:3][CH:2]=4)[CH:25]=3)[CH:29]=[N:28][CH:27]=2)[CH:40]=[CH:39][CH:38]=[CH:37][CH:36]=1. The catalyst class is: 70. (4) Reactant: I[C:2]1[CH:3]=[C:4]([CH:12]=[CH:13][CH:14]=1)[O:5][C:6]1[CH:11]=[CH:10][CH:9]=[CH:8][N:7]=1.[N:15]1[CH:20]=[CH:19][CH:18]=[CH:17][C:16]=1[C:21](O)=O.[OH2:24].P([O-])([O-])([O-])=O.[K+].[K+].[K+]. Product: [N:7]1[CH:8]=[CH:9][CH:10]=[CH:11][C:6]=1[O:5][C:4]1[CH:3]=[C:2]([CH:14]=[CH:13][CH:12]=1)[O:24][C:2]1[CH:14]=[CH:13][C:18]2[C:17]3[CH:10]=[CH:9][CH:8]=[CH:21][C:16]=3[N:15]3[CH:11]=[CH:6][N:7]=[C:20]3[C:19]=2[CH:3]=1. The catalyst class is: 419. (5) Reactant: [CH3:1][O:2][C:3]1[CH:4]=[C:5]2[C:10](=[CH:11][CH:12]=1)[CH:9]=[C:8]([C:13]1[N:14]=[C:15]([C:24]([CH3:28])([CH3:27])[CH2:25]N)[NH:16][C:17]=1[C:18]1[CH:23]=[CH:22][N:21]=[CH:20][CH:19]=1)[CH:7]=[CH:6]2.O1CCCC1.CC[N:36](C(C)C)C(C)C.[CH3:43][S:44](Cl)(=[O:46])=[O:45]. Product: [CH3:1][O:2][C:3]1[CH:4]=[C:5]2[C:10](=[CH:11][CH:12]=1)[CH:9]=[C:8]([C:13]1[N:14]=[C:15]([C:24]([CH3:27])([CH3:28])[CH2:25][CH2:43][S:44]([NH2:36])(=[O:46])=[O:45])[NH:16][C:17]=1[C:18]1[CH:23]=[CH:22][N:21]=[CH:20][CH:19]=1)[CH:7]=[CH:6]2. The catalyst class is: 229. (6) Reactant: [CH2:1]1[O:11][C:10]2[CH:9]=[CH:8][C:5]([CH2:6][NH2:7])=[CH:4][C:3]=2[O:2]1.[Cl:12][C:13]1[CH:18]=[CH:17][C:16]([C:19]2[N:23]([CH2:24][C:25]3[CH:30]=[CH:29][C:28]([CH3:31])=[CH:27][CH:26]=3)[N:22]=[C:21]([C:32](Cl)=[O:33])[CH:20]=2)=[CH:15][C:14]=1[CH3:35]. The catalyst class is: 347. Product: [O:11]1[C:10]2[CH:9]=[CH:8][C:5]([CH2:6][NH:7][C:32]([C:21]3[CH:20]=[C:19]([C:16]4[CH:17]=[CH:18][C:13]([Cl:12])=[C:14]([CH3:35])[CH:15]=4)[N:23]([CH2:24][C:25]4[CH:26]=[CH:27][C:28]([CH3:31])=[CH:29][CH:30]=4)[N:22]=3)=[O:33])=[CH:4][C:3]=2[O:2][CH2:1]1.